Dataset: Forward reaction prediction with 1.9M reactions from USPTO patents (1976-2016). Task: Predict the product of the given reaction. Given the reactants C[O:2][C:3]([C:5]1[CH2:9][CH:8]([C:10]2[CH:15]=[CH:14][CH:13]=[CH:12][C:11]=2[Cl:16])[N:7]([C:17]2[CH:22]=[CH:21][C:20]([Br:23])=[CH:19][CH:18]=2)[N:6]=1)=[O:4].[OH-].[K+].CO, predict the reaction product. The product is: [Br:23][C:20]1[CH:21]=[CH:22][C:17]([N:7]2[CH:8]([C:10]3[CH:15]=[CH:14][CH:13]=[CH:12][C:11]=3[Cl:16])[CH2:9][C:5]([C:3]([OH:4])=[O:2])=[N:6]2)=[CH:18][CH:19]=1.